This data is from Reaction yield outcomes from USPTO patents with 853,638 reactions. The task is: Predict the reaction yield, written as a fraction of the theoretical maximum amount of product (1.0 means a 100% yield; for example, 0.34 means a 34% yield). (1) The reactants are [NH2:1][C:2]1[CH:7]=[CH:6][CH:5]=[CH:4][CH:3]=1.C(=O)([O-])O.[K+].Cl[CH2:14][C:15](Cl)=[O:16].[OH:18][CH2:19][CH2:20][NH2:21]. The catalyst is C(OCC)(=O)C. The product is [OH:16][CH2:15][CH2:14][NH:21][CH2:20][C:19]([NH:1][C:2]1[CH:7]=[CH:6][CH:5]=[CH:4][CH:3]=1)=[O:18]. The yield is 0.720. (2) The reactants are [Cl:1][C:2]1[CH:3]=[C:4]([CH:9]([CH2:17][CH:18]2[CH2:22][CH2:21][CH2:20][CH:19]2[O:23]C2CCCCO2)[C:10]([NH:12][C:13]([NH:15][CH3:16])=[O:14])=[O:11])[CH:5]=[CH:6][C:7]=1[Cl:8].C1(C)C=CC(S([O-])(=O)=O)=CC=1.[NH+]1C=CC=CC=1. The catalyst is C(O)C. The product is [Cl:1][C:2]1[CH:3]=[C:4]([CH:9]([CH2:17][CH:18]2[CH2:22][CH2:21][CH2:20][CH:19]2[OH:23])[C:10]([NH:12][C:13]([NH:15][CH3:16])=[O:14])=[O:11])[CH:5]=[CH:6][C:7]=1[Cl:8]. The yield is 0.834. (3) The reactants are [NH2:1][C:2]([CH3:40])([CH3:39])[CH:3]=[C:4]([C:7]([N:9]1[CH2:13][CH2:12][CH2:11][C@H:10]1[CH2:14][N:15]1[C:19]2=[N:20][CH:21]=[N:22][C:23]([NH2:24])=[C:18]2[C:17]([C:25]2[CH:30]=[CH:29][C:28]([O:31][C:32]3[CH:37]=[CH:36][CH:35]=[CH:34][CH:33]=3)=[CH:27][C:26]=2[F:38])=[N:16]1)=[O:8])[C:5]#[N:6].C(=O)([O-])[O-].[K+].[K+].Br[CH2:48][CH2:49][O:50][CH3:51]. The catalyst is CC#N. The product is [NH2:24][C:23]1[N:22]=[CH:21][N:20]=[C:19]2[N:15]([CH2:14][C@@H:10]3[CH2:11][CH2:12][CH2:13][N:9]3[C:7]([C:4](=[CH:3][C:2]([NH:1][CH2:48][CH2:49][O:50][CH3:51])([CH3:40])[CH3:39])[C:5]#[N:6])=[O:8])[N:16]=[C:17]([C:25]3[CH:30]=[CH:29][C:28]([O:31][C:32]4[CH:37]=[CH:36][CH:35]=[CH:34][CH:33]=4)=[CH:27][C:26]=3[F:38])[C:18]=12. The yield is 0.0370. (4) The reactants are C1(C)C=CC(S([O:10][S:11]([C:14]2[CH:19]=[CH:18][C:17]([CH3:20])=[CH:16][CH:15]=2)(=[O:13])=[O:12])(=O)=O)=CC=1.C(N(CC)CC)C.[F:29][C:30]1[CH:35]=[CH:34][C:33]([C:36]2[CH:40]=[CH:39][N:38]([CH2:41][CH2:42][CH2:43]O)[C:37]=2[C:45]2[CH:50]=[CH:49][N:48]=[CH:47][CH:46]=2)=[CH:32][CH:31]=1. The catalyst is ClCCl. The product is [F:29][C:30]1[CH:35]=[CH:34][C:33]([C:36]2[CH:40]=[CH:39][N:38]([CH2:41][CH2:42][CH2:43][O:10][S:11]([C:14]3[CH:15]=[CH:16][C:17]([CH3:20])=[CH:18][CH:19]=3)(=[O:12])=[O:13])[C:37]=2[C:45]2[CH:46]=[CH:47][N:48]=[CH:49][CH:50]=2)=[CH:32][CH:31]=1. The yield is 0.530. (5) The reactants are [C:1]([O:5][C:6]([N:8]1[CH2:13][CH2:12][CH:11]([NH:14][C:15]2[CH:16]=[C:17]([CH:21]=[CH:22][N:23]=2)[C:18](O)=[O:19])[CH2:10][CH2:9]1)=[O:7])([CH3:4])([CH3:3])[CH3:2].CN(C(ON1N=NC2C=CC=NC1=2)=[N+](C)C)C.F[P-](F)(F)(F)(F)F.[NH2:48][CH2:49][C@H:50]([OH:62])[CH2:51][N:52]1[CH2:61][CH2:60][C:59]2[C:54](=[CH:55][CH:56]=[CH:57][CH:58]=2)[CH2:53]1. The catalyst is C(Cl)Cl. The product is [CH2:53]1[C:54]2[C:59](=[CH:58][CH:57]=[CH:56][CH:55]=2)[CH2:60][CH2:61][N:52]1[CH2:51][C@@H:50]([OH:62])[CH2:49][NH:48][C:18]([C:17]1[CH:21]=[CH:22][N:23]=[C:15]([NH:14][CH:11]2[CH2:10][CH2:9][N:8]([C:6]([O:5][C:1]([CH3:3])([CH3:2])[CH3:4])=[O:7])[CH2:13][CH2:12]2)[CH:16]=1)=[O:19]. The yield is 0.532. (6) The reactants are [CH3:1][C:2]1[N:7]=[C:6]([C:8]#[C:9][C:10]2[CH2:15][CH2:14][CH2:13][C:12](=O)[CH:11]=2)[CH:5]=[CH:4][CH:3]=1.Cl.[NH2:18][OH:19]. The catalyst is N1C=CC=CC=1. The product is [CH3:1][C:2]1[N:7]=[C:6]([C:8]#[C:9][C:10]2[CH2:15][CH2:14][CH2:13][C:12](=[N:18][OH:19])[CH:11]=2)[CH:5]=[CH:4][CH:3]=1. The yield is 0.420. (7) The reactants are [CH2:1]([C:3]1[CH:8]=[C:7]([CH3:9])[NH:6][C:5](=[O:10])[C:4]=1[C:11]#[N:12])[CH3:2].N. The catalyst is [Ni].CO. The product is [NH2:12][CH2:11][C:4]1[C:5](=[O:10])[NH:6][C:7]([CH3:9])=[CH:8][C:3]=1[CH2:1][CH3:2]. The yield is 0.540. (8) The reactants are [Cl:1][C:2]1[CH:10]=[C:9]2[C:5]([C:6]([C:12]3[N:13]=[C:14]4[C:20]([C:21](O)=[O:22])=[CH:19][NH:18][C:15]4=[N:16][CH:17]=3)=[N:7][N:8]2[CH3:11])=[CH:4][CH:3]=1.[CH3:24][C:25]([NH2:29])([CH2:27][CH3:28])[CH3:26].CCN=C=NCCCN(C)C.CN(C(ON1N=NC2C=CC=NC1=2)=[N+](C)C)C.F[P-](F)(F)(F)(F)F.CCN(C(C)C)C(C)C. The yield is 0.220. The catalyst is CN(C1C=CN=CC=1)C.CN(C=O)C. The product is [Cl:1][C:2]1[CH:10]=[C:9]2[C:5]([C:6]([C:12]3[N:13]=[C:14]4[C:20]([C:21]([NH:29][C:25]([CH2:27][CH3:28])([CH3:26])[CH3:24])=[O:22])=[CH:19][NH:18][C:15]4=[N:16][CH:17]=3)=[N:7][N:8]2[CH3:11])=[CH:4][CH:3]=1.